Dataset: Full USPTO retrosynthesis dataset with 1.9M reactions from patents (1976-2016). Task: Predict the reactants needed to synthesize the given product. (1) Given the product [N:23]1([NH:22][C:3]([C:5]2[NH:6][N:7]=[C:8]([O:10][CH2:11][C:12]3[C:13]([CH2:18][CH2:19][CH2:20][CH3:21])=[N:14][O:15][C:16]=3[CH3:17])[CH:9]=2)=[O:4])[CH2:28][CH2:27][O:26][CH2:25][CH2:24]1, predict the reactants needed to synthesize it. The reactants are: CO[C:3]([C:5]1[NH:6][N:7]=[C:8]([O:10][CH2:11][C:12]2[C:13]([CH2:18][CH2:19][CH2:20][CH3:21])=[N:14][O:15][C:16]=2[CH3:17])[CH:9]=1)=[O:4].[NH2:22][N:23]1[CH2:28][CH2:27][O:26][CH2:25][CH2:24]1. (2) Given the product [CH2:48]([N:47]([CH2:40][C:41]1[CH:46]=[CH:45][CH:44]=[CH:43][CH:42]=1)[C:18](=[O:20])[C:11]1[CH:10]=[C:9]([N:21]2[CH2:25][CH2:24][CH2:23][CH2:22]2)[C:8]([O:7][C:4]2[CH:3]=[CH:2][CH:1]=[CH:6][CH:5]=2)=[C:13]([S:14]([NH2:17])(=[O:16])=[O:15])[CH:12]=1)[C:49]1[CH:54]=[CH:53][CH:52]=[CH:51][CH:50]=1, predict the reactants needed to synthesize it. The reactants are: [CH:1]1[CH:2]=[CH:3][C:4]([O:7][C:8]2[C:9]([N:21]3[CH2:25][CH2:24][CH2:23][CH2:22]3)=[CH:10][C:11]([C:18]([OH:20])=O)=[CH:12][C:13]=2[S:14]([NH2:17])(=[O:16])=[O:15])=[CH:5][CH:6]=1.C(Cl)CCl.C1C=CC2N(O)N=NC=2C=1.[CH2:40]([NH:47][CH2:48][C:49]1[CH:54]=[CH:53][CH:52]=[CH:51][CH:50]=1)[C:41]1[CH:46]=[CH:45][CH:44]=[CH:43][CH:42]=1. (3) Given the product [F:22][C:17]1[CH:18]=[CH:19][CH:20]=[CH:21][C:16]=1[C:14]1[N:15]=[C:11]([CH2:10][N:8]([CH3:9])[C:6](=[O:7])[O:5][C:1]([CH3:3])([CH3:2])[CH3:4])[S:12][C:13]=1[S:23][C:18]1[CH:19]=[CH:20][CH:21]=[C:16]([CH2:14][N:15]2[CH2:39][CH2:38][CH2:10][CH2:11]2)[CH:17]=1, predict the reactants needed to synthesize it. The reactants are: [C:1]([O:5][C:6]([N:8]([CH2:10][C:11]1[S:12][C:13]([S:23]CCC(OCC(CC)CCCC)=O)=[C:14]([C:16]2[CH:21]=[CH:20][CH:19]=[CH:18][C:17]=2[F:22])[N:15]=1)[CH3:9])=[O:7])([CH3:4])([CH3:3])[CH3:2].[O-][CH2:38][CH3:39].[Na+]. (4) Given the product [F:1][C:2]1[CH:3]=[CH:4][C:5]2[N:6]([C:10]([CH2:11][CH2:12][N:13]3[CH2:17][CH2:16][CH2:15][CH2:14]3)=[N:9][N:8]=2)[CH:7]=1, predict the reactants needed to synthesize it. The reactants are: [F:1][C:2]1[CH:3]=[CH:4][C:5]([NH:8][NH:9][C:10](=O)[CH2:11][CH2:12][N:13]2[CH2:17][CH2:16][CH2:15][CH2:14]2)=[N:6][CH:7]=1.C1(P(C2C=CC=CC=2)C2C=CC=CC=2)C=CC=CC=1.C(N(CC)CC)C.ClC(Cl)(Cl)C(Cl)(Cl)Cl. (5) Given the product [O:17]1[C:18]2[CH:24]=[CH:23][CH:22]=[CH:21][C:19]=2[CH:20]=[C:16]1[C:14]1[NH:1][C:2]2[C:11](=[N:10][CH:9]=[CH:8][C:3]=2[C:4]([O:6][CH3:7])=[O:5])[CH:13]=1, predict the reactants needed to synthesize it. The reactants are: [NH2:1][C:2]1[C:11](Cl)=[N:10][CH:9]=[CH:8][C:3]=1[C:4]([O:6][CH3:7])=[O:5].[CH3:13][C:14]([C:16]1[O:17][C:18]2[CH:24]=[CH:23][CH:22]=[CH:21][C:19]=2[CH:20]=1)=O.[O-]S([O-])(=O)=O.[Mg+2].CC(O)=O.[O-]P([O-])([O-])=O.[K+].[K+].[K+].